Dataset: NCI-60 drug combinations with 297,098 pairs across 59 cell lines. Task: Regression. Given two drug SMILES strings and cell line genomic features, predict the synergy score measuring deviation from expected non-interaction effect. (1) Drug 1: CC1OCC2C(O1)C(C(C(O2)OC3C4COC(=O)C4C(C5=CC6=C(C=C35)OCO6)C7=CC(=C(C(=C7)OC)O)OC)O)O. Drug 2: C1=CN(C(=O)N=C1N)C2C(C(C(O2)CO)O)O.Cl. Cell line: M14. Synergy scores: CSS=43.8, Synergy_ZIP=-5.07, Synergy_Bliss=2.46, Synergy_Loewe=-5.39, Synergy_HSA=3.31. (2) Drug 1: C1=CC(=CC=C1CC(C(=O)O)N)N(CCCl)CCCl.Cl. Drug 2: CC1=C2C(C(=O)C3(C(CC4C(C3C(C(C2(C)C)(CC1OC(=O)C(C(C5=CC=CC=C5)NC(=O)OC(C)(C)C)O)O)OC(=O)C6=CC=CC=C6)(CO4)OC(=O)C)O)C)O. Cell line: T-47D. Synergy scores: CSS=18.6, Synergy_ZIP=-9.57, Synergy_Bliss=-2.92, Synergy_Loewe=-6.95, Synergy_HSA=-3.66. (3) Drug 1: COC1=CC(=CC(=C1O)OC)C2C3C(COC3=O)C(C4=CC5=C(C=C24)OCO5)OC6C(C(C7C(O6)COC(O7)C8=CC=CS8)O)O. Drug 2: CCN(CC)CCCC(C)NC1=C2C=C(C=CC2=NC3=C1C=CC(=C3)Cl)OC. Cell line: NCI-H522. Synergy scores: CSS=41.3, Synergy_ZIP=0.848, Synergy_Bliss=4.87, Synergy_Loewe=-5.56, Synergy_HSA=7.22. (4) Drug 2: C1=CC=C(C(=C1)C(C2=CC=C(C=C2)Cl)C(Cl)Cl)Cl. Cell line: SR. Synergy scores: CSS=35.1, Synergy_ZIP=-7.28, Synergy_Bliss=-15.4, Synergy_Loewe=-23.9, Synergy_HSA=-15.3. Drug 1: C1=C(C(=O)NC(=O)N1)F. (5) Synergy scores: CSS=4.28, Synergy_ZIP=-1.67, Synergy_Bliss=-1.22, Synergy_Loewe=-1.09, Synergy_HSA=-0.451. Drug 1: C1CC(C1)(C(=O)O)C(=O)O.[NH2-].[NH2-].[Pt+2]. Cell line: HS 578T. Drug 2: C1CN(P(=O)(OC1)NCCCl)CCCl.